From a dataset of Full USPTO retrosynthesis dataset with 1.9M reactions from patents (1976-2016). Predict the reactants needed to synthesize the given product. Given the product [OH:1][C:2]1[CH:3]=[C:4]([C@H:9]([CH3:13])[C:10]([OH:12])=[O:11])[CH:5]=[C:6]2[C:7]=1[C@@H:18]1[CH2:19][C:14]([CH3:24])=[CH:15][CH2:16][C@H:17]1[C:20]([CH3:22])([CH3:21])[O:8]2, predict the reactants needed to synthesize it. The reactants are: [OH:1][C:2]1[CH:3]=[C:4]([C@H:9]([CH3:13])[C:10]([OH:12])=[O:11])[CH:5]=[C:6]([OH:8])[CH:7]=1.[C:14]1([CH3:24])[CH2:19][CH2:18][C:17]([CH:20]([CH3:22])[CH3:21])=[C:16](O)[CH:15]=1.CCCCCC.